This data is from Forward reaction prediction with 1.9M reactions from USPTO patents (1976-2016). The task is: Predict the product of the given reaction. (1) Given the reactants [NH2:1][C:2]1[C:11]2[CH:10]=[CH:9][CH:8]=[C:7](Br)[C:6]=2[N:5]=[C:4]2[CH2:13][N:14]([CH:17]3[CH2:20][CH2:19][CH2:18]3)[C:15](=[O:16])[C:3]=12.[F:21][C:22]1[C:27]([O:28][CH3:29])=[CH:26][CH:25]=[CH:24][C:23]=1B(O)O, predict the reaction product. The product is: [NH2:1][C:2]1[C:11]2[CH:10]=[CH:9][CH:8]=[C:7]([C:23]3[CH:24]=[CH:25][CH:26]=[C:27]([O:28][CH3:29])[C:22]=3[F:21])[C:6]=2[N:5]=[C:4]2[CH2:13][N:14]([CH:17]3[CH2:20][CH2:19][CH2:18]3)[C:15](=[O:16])[C:3]=12. (2) The product is: [CH3:7][O:8][C:9](=[O:17])[C:10]1[CH:15]=[CH:14][C:13]([N:1]2[CH2:5][CH2:4][CH2:3][C:2]2=[O:6])=[CH:12][CH:11]=1. Given the reactants [NH:1]1[CH2:5][CH2:4][CH2:3][C:2]1=[O:6].[CH3:7][O:8][C:9](=[O:17])[C:10]1[CH:15]=[CH:14][C:13](Br)=[CH:12][CH:11]=1.CC1(C)C2C(=C(P(C3C=CC=CC=3)C3C=CC=CC=3)C=CC=2)OC2C(P(C3C=CC=CC=3)C3C=CC=CC=3)=CC=CC1=2.C(=O)([O-])[O-].[Cs+].[Cs+], predict the reaction product. (3) Given the reactants [CH:1]1[C:9]2[C:8]3[CH:10]=[CH:11][CH:12]=[CH:13][C:7]=3[Se:6][C:5]=2[CH:4]=[CH:3][CH:2]=1.[Li]CCCC.C[O:20][B:21](OC)[O:22]C.Cl, predict the reaction product. The product is: [CH:1]1[C:9]2[C:8]3[CH:10]=[CH:11][CH:12]=[CH:13][C:7]=3[Se:6][C:5]=2[C:4]([B:21]([OH:22])[OH:20])=[CH:3][CH:2]=1.